This data is from Reaction yield outcomes from USPTO patents with 853,638 reactions. The task is: Predict the reaction yield, written as a fraction of the theoretical maximum amount of product (1.0 means a 100% yield; for example, 0.34 means a 34% yield). (1) The reactants are Cl[C:2]1[CH:7]=[CH:6][C:5]([F:8])=[CH:4][C:3]=1[N+:9]([O-])=O.O.O.O.O.O.O.O.O.O.[S-2:21].[Na+].[Na+]. The catalyst is O. The product is [NH2:9][C:3]1[CH:4]=[C:5]([F:8])[CH:6]=[CH:7][C:2]=1[SH:21]. The yield is 0.250. (2) The reactants are F[C:2]1[CH:7]=[C:6]([F:8])[CH:5]=[C:4]([O:9][CH3:10])[C:3]=1[N+:11]([O-:13])=[O:12].[OH-:14].[Na+].Cl. The catalyst is CS(C)=O.O. The product is [F:8][C:6]1[CH:5]=[C:4]([O:9][CH3:10])[C:3]([N+:11]([O-:13])=[O:12])=[C:2]([OH:14])[CH:7]=1. The yield is 0.600. (3) The reactants are COC(=O)C(NC1C=C(Cl)C=C(Cl)C=1OCC1C=CC=CC=1)=CC([O-])=O.C[O:28][C:29]([C:31]1[CH:40]=[C:39]([OH:41])[C:38]2[C:33](=[C:34]([O:46]CC3C=CC=CC=3)[CH:35]=[CH:36][C:37]=2[C:42]([F:45])([F:44])[F:43])[N:32]=1)=[O:30]. No catalyst specified. The product is [OH:41][C:39]1[C:38]2[C:33](=[C:34]([OH:46])[CH:35]=[CH:36][C:37]=2[C:42]([F:45])([F:43])[F:44])[N:32]=[C:31]([C:29]([OH:30])=[O:28])[CH:40]=1. The yield is 0.880. (4) The reactants are [Cl:1][C:2]1[C:3]([NH2:9])=[N:4][CH:5]=[C:6]([Cl:8])[CH:7]=1.[C:10]([N:18]=[C:19]=[S:20])(=[O:17])[C:11]1[CH:16]=[CH:15][CH:14]=[CH:13][CH:12]=1. The catalyst is CC(C)=O. The product is [Cl:1][C:2]1[C:3]([NH:9][C:19]([NH:18][C:10](=[O:17])[C:11]2[CH:12]=[CH:13][CH:14]=[CH:15][CH:16]=2)=[S:20])=[N:4][CH:5]=[C:6]([Cl:8])[CH:7]=1. The yield is 0.770. (5) The reactants are F.F.F.C(N(CC)CC)C.C(N(CC)CC)C.[Si]([O:35][CH2:36][C@H:37]1[O:41][C@@H:40]([N:42]2[CH:49]=[C:48]([CH3:50])[C:46](=[O:47])[NH:45][C:43]2=[O:44])[C@H:39]([O:51][CH2:52][CH2:53][O:54][N:55]([CH3:57])[CH3:56])[C@@H:38]1[OH:58])(C(C)(C)C)(C1C=CC=CC=1)C1C=CC=CC=1.CO. The catalyst is C1COCC1.C(Cl)Cl. The product is [CH3:56][N:55]([CH3:57])[O:54][CH2:53][CH2:52][O:51][C@@H:39]1[C@H:38]([OH:58])[C@@H:37]([CH2:36][OH:35])[O:41][C@H:40]1[N:42]1[CH:49]=[C:48]([CH3:50])[C:46](=[O:47])[NH:45][C:43]1=[O:44]. The yield is 0.925. (6) The reactants are Cl[C:2]1[C:7]([CH:8]=O)=[C:6]([NH:10][C:11]2[CH:15]=[C:14]([CH3:16])[NH:13][N:12]=2)[N:5]=[C:4]([S:17][CH3:18])[N:3]=1.CCN(C(C)C)C(C)C.C(O)(=O)C(O)=O.[CH2:34]([NH:36][NH2:37])[CH3:35]. The catalyst is O1CCOCC1. The product is [CH2:34]([N:36]1[C:2]2=[N:3][C:4]([S:17][CH3:18])=[N:5][C:6]([NH:10][C:11]3[CH:15]=[C:14]([CH3:16])[NH:13][N:12]=3)=[C:7]2[CH:8]=[N:37]1)[CH3:35]. The yield is 0.550. (7) The reactants are CC([Si](C)(C)[O:6][CH2:7][C:8]1[CH:9]=[C:10]([C:14]2[CH:19]=[C:18]([O:20][CH3:21])[CH:17]=[C:16]([CH2:22][NH:23][C:24](=[O:30])[O:25][C:26]([CH3:29])([CH3:28])[CH3:27])[CH:15]=2)[CH:11]=[CH:12][CH:13]=1)(C)C.[N+](CCCC)(CCCC)(CCCC)CCCC.[F-]. The catalyst is C1COCC1. The product is [OH:6][CH2:7][C:8]1[CH:9]=[C:10]([C:14]2[CH:19]=[C:18]([O:20][CH3:21])[CH:17]=[C:16]([CH2:22][NH:23][C:24](=[O:30])[O:25][C:26]([CH3:28])([CH3:27])[CH3:29])[CH:15]=2)[CH:11]=[CH:12][CH:13]=1. The yield is 0.800. (8) The reactants are [CH:1]1([CH2:4][N:5]2[CH2:14][CH2:13][C:12]3[C:7](=[CH:8][CH:9]=[CH:10][C:11]=3[NH2:15])[CH2:6]2)[CH2:3][CH2:2]1.O.[C:17]([OH:21])(=[O:20])[CH:18]=O.[BH3-]C#N.[Na+].O. The catalyst is CO. The product is [CH:1]1([CH2:4][N:5]2[CH2:14][CH2:13][C:12]3[C:7](=[CH:8][CH:9]=[CH:10][C:11]=3[NH:15][CH2:18][C:17]([OH:21])=[O:20])[CH2:6]2)[CH2:2][CH2:3]1. The yield is 1.00. (9) The reactants are C1(C)C=CC(S([CH2:10][N+:11]#[C-:12])(=O)=O)=CC=1.[C:14]([O:24][CH3:25])(=[O:23])[CH:15]=[CH:16][C:17]1[CH:22]=[CH:21][CH:20]=[CH:19][CH:18]=1.CC(C)([O-])C.[K+]. No catalyst specified. The product is [C:17]1([C:16]2[C:15]([C:14]([O:24][CH3:25])=[O:23])=[CH:10][NH:11][CH:12]=2)[CH:18]=[CH:19][CH:20]=[CH:21][CH:22]=1. The yield is 0.520.